From a dataset of Retrosynthesis with 50K atom-mapped reactions and 10 reaction types from USPTO. Predict the reactants needed to synthesize the given product. (1) Given the product Nc1nc2ccc(C(=O)c3cccc(F)c3)cn2c1-c1ccccc1, predict the reactants needed to synthesize it. The reactants are: CON(C)C(=O)c1ccc2nc(N)c(-c3ccccc3)n2c1.Fc1cccc(Br)c1. (2) Given the product COc1ccc(-n2nc(CO)cc2-c2ccc(Cl)c(Cl)c2)cc1, predict the reactants needed to synthesize it. The reactants are: COc1ccc(-n2nc(COC3CCCCO3)cc2-c2ccc(Cl)c(Cl)c2)cc1. (3) The reactants are: NO.O=CC1=Cc2cc(Cc3cccnc3)ccc2OC1. Given the product ON=CC1=Cc2cc(Cc3cccnc3)ccc2OC1, predict the reactants needed to synthesize it. (4) Given the product CCOc1ccc(Br)c(C)n1, predict the reactants needed to synthesize it. The reactants are: CC[O-].Cc1nc(F)ccc1Br. (5) Given the product Cc1c(C(=O)O)nnn1-c1ccc(C(F)(F)F)cn1, predict the reactants needed to synthesize it. The reactants are: CCOC(=O)c1nnn(-c2ccc(C(F)(F)F)cn2)c1C. (6) Given the product OCc1cc(I)ccc1O, predict the reactants needed to synthesize it. The reactants are: O=C(O)c1cc(I)ccc1O. (7) Given the product O=C(c1ccccc1)n1cc(I)cn1, predict the reactants needed to synthesize it. The reactants are: Ic1cn[nH]c1.O=C(Cl)c1ccccc1. (8) Given the product CC(C)(C)c1csc(-c2cc3cc(Cn4cc(C#N)c5cc(C(=O)O)ccc54)ccc3o2)n1, predict the reactants needed to synthesize it. The reactants are: COC(=O)c1ccc2c(c1)c(C#N)cn2Cc1ccc2oc(-c3nc(C(C)(C)C)cs3)cc2c1.